This data is from Experimentally validated miRNA-target interactions with 360,000+ pairs, plus equal number of negative samples. The task is: Binary Classification. Given a miRNA mature sequence and a target amino acid sequence, predict their likelihood of interaction. (1) The miRNA is hsa-let-7f-2-3p with sequence CUAUACAGUCUACUGUCUUUCC. The protein sequence of the target gene is MDQSSEGCMKKISSVNLDKLINDFSQIEKKMVETNGKNNILDIQLEKSNCLLKVMQAKEVSIKEECATLHNIIKGLQQTIEYQQNLKGENEQLKISADLIKEKLKSHEQEYKNNIAKLVSEMKIKEEGYKKEISKLYQDMQRKVELNEEKHKELIEKKEMEISELNAKLRSQEKEKQNEIIKLQLEFDAKLARVQTKSKSYQDSTVLPQSIYRRKLQHFQEEKNKEIAILRNTIRDLEQRLSVGKDSHLKRRRF. Result: 0 (no interaction). (2) The miRNA is hsa-miR-764 with sequence GCAGGUGCUCACUUGUCCUCCU. The protein sequence of the target gene is MDDQGCPRCKTTKYRNPSLKLMVNVCGHTLCESCVDLLFVRGAGNCPECGTPLRKSNFRVQLFEDPTVDKEVEIRKKVLKIYNKREEDFPSLREYNDFLEEVEEIVFNLTNNVDLDNTKKKMEIYQKENKDVIQKNKLKLTREQEELEEALEVERQENEQRRLFIQKEEQLQQILKRKNKQAFLDELESSDLPVALLLAQHKDRSTQLEMQLEKPKPVKPVTFSTGIKMGQHISLAPIHKLEEALYEYQPLQIETYGPHVPELEMLGRLGYLNHVRAASPQDLAGGYTSSLACHRALQDA.... Result: 0 (no interaction). (3) The miRNA is hsa-miR-5699-5p with sequence UGCCCCAACAAGGAAGGACAAG. The protein sequence of the target gene is MSQRVRRNGSPTPAGSLGGGAVATAGGPGSRLQPMRATVPFQLKQQQQQQHGSPTRSGGGGGGNNNGGCCGGASGPAGGGGGGGPRTASRSTSPTRGGGNAAARTSPTVATQTGASATSTRGTSPTRSAAPGARGSPPRPPPPPPLLGTVSSPSSSPTHLWTGEVSAAPPPARVRHRRRSPEQSRSSPEKRSPSAPVCKAGDKTRQPSSSPSSIIRRTSSLDTLAAPYLAGHWPRDSHGQAAPCMRDKATQTESAWAEEYSEKKKGSHKRSASWGSTDQLKEIAKLRQQLQRSKHSSRHH.... Result: 0 (no interaction). (4) The miRNA is mmu-miR-466f with sequence ACGUGUGUGUGCAUGUGCAUGU. The protein sequence of the target gene is MAQVLHVPAPFPGTPGQASPAAFPSKEPDPPYSVETPYGYRLDLDFLKYVDDIEKGHTLRRVAVQRRPRLGSLPRGPGSWWTSTESLCSDASGDSRHSAYSYCGRGFYPQYGALETRIGSNPRVERTLLDARRRLEDQAAAPSSGGLGSLTPSAAGSTSSLAGVGLLPPTPRSSGLSTPVAPSAGHLAHVREQMAGALRKLRQLEEQVKLIPVLQVKLSVLQEEKRQLTVQLKSQKFLGHPSGTRSRSELCLDLPEAPDDPAALETRSVGTWVRERDLGIPDGEAALVAKVAVLETQLKK.... Result: 1 (interaction). (5) The miRNA is hsa-miR-4322 with sequence CUGUGGGCUCAGCGCGUGGGG. The protein sequence of the target gene is MPAHLLQEEISSSYTTTTTITAPPSRVLQNGGGKLEKTPLYLEEDIRPEMRDDIYDPTYQDKEGPKPKLEYVWRNIILMSLLHLGALYGITLIPTCKIYTYIWVLFYYLMGALGITAGAHRLWSHRTYKARLPLRVFLIIGNTMAFQNDVFEWSRDHRAHHKFSETDADPHNSRRGFFFSHVGWLLVRKHPAVKEKGSTLNLSDLRAEKLVMFQRRYYKPGVLLLCFILPTLVPWYLWDETFQNSLFFATLFRYALGLNVTWLVNSAAHMYGYRPYDKTINPRENILVSLGAAGEGFHNY.... Result: 0 (no interaction).